From a dataset of Experimentally validated miRNA-target interactions with 360,000+ pairs, plus equal number of negative samples. Binary Classification. Given a miRNA mature sequence and a target amino acid sequence, predict their likelihood of interaction. (1) The miRNA is hsa-miR-3942-3p with sequence UUUCAGAUAACAGUAUUACAU. The protein sequence of the target gene is MEKELRSTILFNAYKKEIFTTNNGYKSMQKKLRSNWKIQSLKDEITSEKLNGVKLWITAGPREKFTAAEFEILKKYLDTGGDVFVMLGEGGESRFDTNINFLLEEYGIMVNNDAVVRNVYHKYFHPKEALVSSGVLNREISRAAGKAVPGIIDEESSGNNAQALTFVYPFGATLSVMKPAVAVLSTGSVCFPLNRPILAFYHSKNQGGKLAVLGSCHMFSDQYLDKEENSKIMDVVFQWLTTGDIHLNQIDAEDPEISDYMMLPYTATLSKRNRECLQESDEIPRDFTTLFDLSIFQLDT.... Result: 0 (no interaction). (2) The miRNA is mmu-miR-3964 with sequence AUAAGGUAGAAAGCACUAAA. The protein sequence of the target gene is MGRLCTKFLTSVGCLILLLVTGSGSIKVLGEPTCFSDYIRTSTCEWFLDSAVDCSSQLCLHYRLMFFEFSENLTCIPRNSASTVCVCHMEMNRPVQSDRYQMELWAEHRQLWQGSFSPSGNVKPLAPDNLTLHTNVSDEWLLTWNNLYPSNNLLYKDLISMVNISREDNPAEFIVYNVTYKEPRLSFPINILMSGVYYTARVRVRSQILTGTWSEWSPSITWYNHFQLPLIQRLPLGVTISCLCIPLFCLFCYFSITKIKKIWWDQIPTPARSPLVAIIIQDAQVPLWDKQTRSQESTKY.... Result: 0 (no interaction).